From a dataset of TCR-epitope binding with 47,182 pairs between 192 epitopes and 23,139 TCRs. Binary Classification. Given a T-cell receptor sequence (or CDR3 region) and an epitope sequence, predict whether binding occurs between them. (1) The epitope is LLMPILTLT. The TCR CDR3 sequence is CASSFSGSSSYNEQFF. Result: 1 (the TCR binds to the epitope). (2) The epitope is KMQRMLLEK. The TCR CDR3 sequence is CASSQGAGIGRTDTQYF. Result: 0 (the TCR does not bind to the epitope). (3) The epitope is SEPVLKGVKL. The TCR CDR3 sequence is CASSLGDTSTDTQYF. Result: 1 (the TCR binds to the epitope). (4) The epitope is PROT_97E67BCC. The TCR CDR3 sequence is CASSPMASGGDEQFF. Result: 1 (the TCR binds to the epitope). (5) The epitope is MLNIPSINV. The TCR CDR3 sequence is CASSLAPLSTDTQYF. Result: 0 (the TCR does not bind to the epitope). (6) The TCR CDR3 sequence is CASSGLQTQRDEQYF. Result: 0 (the TCR does not bind to the epitope). The epitope is HTDFSSEIIGY.